This data is from Full USPTO retrosynthesis dataset with 1.9M reactions from patents (1976-2016). The task is: Predict the reactants needed to synthesize the given product. (1) Given the product [C:10]([CH2:9][C:6]1[CH:7]=[CH:8][C:3]([CH2:2][NH:1][C:18]2[N:26]=[C:25]([NH:27][C:28]3[CH:29]=[C:30]([NH:34][S:35]([C:38]4[CH:43]=[CH:42][C:41]([F:44])=[CH:40][CH:39]=4)(=[O:37])=[O:36])[CH:31]=[CH:32][CH:33]=3)[N:24]=[C:23]3[C:19]=2[N:20]=[CH:21][NH:22]3)=[CH:4][CH:5]=1)#[N:11], predict the reactants needed to synthesize it. The reactants are: [NH2:1][CH2:2][C:3]1[CH:8]=[CH:7][C:6]([CH2:9][C:10]#[N:11])=[CH:5][CH:4]=1.C1(N)CCC1.Cl[C:18]1[N:26]=[C:25]([NH:27][C:28]2[CH:29]=[C:30]([NH:34][S:35]([C:38]3[CH:43]=[CH:42][C:41]([F:44])=[CH:40][CH:39]=3)(=[O:37])=[O:36])[CH:31]=[CH:32][CH:33]=2)[N:24]=[C:23]2[C:19]=1[N:20]=[CH:21][NH:22]2.ClC1N=C(NC2C=C(NS(C)(=O)=O)C=CC=2)N=C2C=1N=CN2. (2) The reactants are: [CH3:1][C:2]1([CH3:11])[CH2:7][CH:6]([C:8](Cl)=[O:9])[CH2:5][CH2:4][O:3]1.CCOCC.[Mg+2].[Br-].[Br-].[CH3:20][C:21]([C:23]1[CH:28]=[CH:27][C:26]([Cl:29])=[CH:25][CH:24]=1)=[O:22].CCN(C(C)C)C(C)C. Given the product [Cl:29][C:26]1[CH:27]=[CH:28][C:23](/[C:21](/[OH:22])=[CH:20]/[C:8]([CH:6]2[CH2:5][CH2:4][O:3][C:2]([CH3:11])([CH3:1])[CH2:7]2)=[O:9])=[CH:24][CH:25]=1, predict the reactants needed to synthesize it. (3) Given the product [Br:1][C:2]1[CH:9]=[CH:8][C:5](/[CH:6]=[CH:12]/[C:13]([O:15][CH2:16][CH3:17])=[O:14])=[CH:4][C:3]=1[F:10], predict the reactants needed to synthesize it. The reactants are: [Br:1][C:2]1[CH:9]=[CH:8][C:5]([CH:6]=O)=[CH:4][C:3]=1[F:10].Br[CH2:12][C:13]([O:15][CH2:16][CH3:17])=[O:14]. (4) Given the product [C:1]([C:5]1[CH:6]=[CH:7][C:8]([C:11]2[C:12]3[CH:13]=[CH:14][C:15]([Se:23][C:24]#[C:25][C:26]4[CH:35]=[CH:34][C:29]([C:30]([OH:32])=[O:31])=[CH:28][CH:27]=4)=[CH:16][C:17]=3[C:18]([CH3:22])([CH3:21])[CH2:19][CH:20]=2)=[CH:9][CH:10]=1)([CH3:2])([CH3:3])[CH3:4], predict the reactants needed to synthesize it. The reactants are: [C:1]([C:5]1[CH:10]=[CH:9][C:8]([C:11]2[C:12]3[CH:13]=[CH:14][C:15]([Se:23][C:24]#[C:25][C:26]4[CH:35]=[CH:34][C:29]([C:30]([O:32]C)=[O:31])=[CH:28][CH:27]=4)=[CH:16][C:17]=3[C:18]([CH3:22])([CH3:21])[CH2:19][CH:20]=2)=[CH:7][CH:6]=1)([CH3:4])([CH3:3])[CH3:2].O.[OH-].[Li+]. (5) Given the product [Br-:69].[CH2:1]([O:19][CH:20]([CH2:25][O:26][CH2:27][CH2:28][CH2:29][CH2:30][CH2:31][CH2:32][CH2:33][CH2:34][CH:35]=[CH:36][CH2:37][CH2:38][CH2:39][CH2:40][CH2:41][CH2:42][CH2:43][CH3:44])[CH2:21][N+:22]([CH2:68][CH2:67][CH2:66][CH2:65][C:64]([O:63][CH2:62][CH2:61][C:60](=[O:71])[CH2:59][CH2:58][C:57](=[O:72])[CH2:56][CH2:55][C:54](=[O:73])[CH2:53][CH2:52][C:51](=[O:74])[CH2:50][CH2:49][C:48](=[O:75])[CH2:47][CH2:46][OH:45])=[O:70])([CH3:24])[CH3:23])[CH2:2][CH2:3][CH2:4][CH2:5][CH2:6][CH2:7][CH2:8][CH:9]=[CH:10][CH2:11][CH2:12][CH2:13][CH2:14][CH2:15][CH2:16][CH2:17][CH3:18], predict the reactants needed to synthesize it. The reactants are: [CH2:1]([O:19][CH:20]([CH2:25][O:26][CH2:27][CH2:28][CH2:29][CH2:30][CH2:31][CH2:32][CH2:33][CH2:34][CH:35]=[CH:36][CH2:37][CH2:38][CH2:39][CH2:40][CH2:41][CH2:42][CH2:43][CH3:44])[CH2:21][N:22]([CH3:24])[CH3:23])[CH2:2][CH2:3][CH2:4][CH2:5][CH2:6][CH2:7][CH2:8][CH:9]=[CH:10][CH2:11][CH2:12][CH2:13][CH2:14][CH2:15][CH2:16][CH2:17][CH3:18].[OH:45][CH2:46][CH2:47][C:48](=[O:75])[CH2:49][CH2:50][C:51](=[O:74])[CH2:52][CH2:53][C:54](=[O:73])[CH2:55][CH2:56][C:57](=[O:72])[CH2:58][CH2:59][C:60](=[O:71])[CH2:61][CH2:62][O:63][C:64](=[O:70])[CH2:65][CH2:66][CH2:67][CH2:68][Br:69]. (6) Given the product [Cl:5][CH2:4][CH2:3][CH2:2][N:23]([C:22]1[N:18]([C:8]2[C:9]([Cl:17])=[CH:10][C:11]([C:13]([F:14])([F:15])[F:16])=[CH:12][C:7]=2[Cl:6])[N:19]=[C:20]([C:30]#[N:31])[C:21]=1[S:25][C:26]([F:29])([F:28])[F:27])[CH3:24], predict the reactants needed to synthesize it. The reactants are: Br[CH2:2][CH2:3][CH2:4][Cl:5].[Cl:6][C:7]1[CH:12]=[C:11]([C:13]([F:16])([F:15])[F:14])[CH:10]=[C:9]([Cl:17])[C:8]=1[N:18]1[C:22]([NH:23][CH3:24])=[C:21]([S:25][C:26]([F:29])([F:28])[F:27])[C:20]([C:30]#[N:31])=[N:19]1.[H-].[Na+].CCCCCCC.C(OCC)(=O)C.